The task is: Predict the reactants needed to synthesize the given product.. This data is from Full USPTO retrosynthesis dataset with 1.9M reactions from patents (1976-2016). (1) Given the product [C:25]1([S:31][CH2:32][CH2:33][N:34]2[C:42]3[CH:41]=[CH:40][CH:39]=[CH:38][C:37]=3[C:36]3[CH2:43][CH2:44][N:45]([C:48]([O:50][C:51]([CH3:54])([CH3:53])[CH3:52])=[O:49])[CH2:46][CH2:47][C:35]2=3)[CH:30]=[CH:29][CH:28]=[CH:27][CH:26]=1, predict the reactants needed to synthesize it. The reactants are: C(OC(N1CCC2C3C=CC=CC=3N(CCO)C=2CC1)=O)(C)(C)C.[C:25]1([S:31][CH2:32][CH2:33][N:34]2[C:42]3[CH:41]=[CH:40][CH:39]=[CH:38][C:37]=3[C:36]3[CH2:43][CH2:44][N:45]([C:48]([O:50][C:51]([CH3:54])([CH3:53])[CH3:52])=[O:49])[CH2:46][CH2:47][C:35]2=3)[CH:30]=[CH:29][CH:28]=[CH:27][CH:26]=1.CS(Cl)(=O)=O.C1(S)C=CC=CC=1.[OH-].[K+]. (2) The reactants are: [S:1]1[CH:5]=[CH:4][C:3]2[CH2:6][C:7](=[O:9])[CH2:8][C:2]1=2.[H-].[Al+3].[Li+].[H-].[H-].[H-].C(OCC)(=O)C. Given the product [S:1]1[CH:5]=[CH:4][C:3]2[CH2:6][CH:7]([OH:9])[CH2:8][C:2]1=2, predict the reactants needed to synthesize it. (3) Given the product [CH3:13][S:14][C:15]1[CH:21]=[CH:20][C:18]([NH:19][C:2]2[C:11]3[C:6](=[CH:7][CH:8]=[CH:9][CH:10]=3)[N:5]=[C:4]([CH3:12])[N:3]=2)=[CH:17][CH:16]=1, predict the reactants needed to synthesize it. The reactants are: Cl[C:2]1[C:11]2[C:6](=[CH:7][CH:8]=[CH:9][CH:10]=2)[N:5]=[C:4]([CH3:12])[N:3]=1.[CH3:13][S:14][C:15]1[CH:21]=[CH:20][C:18]([NH2:19])=[CH:17][CH:16]=1.C([O-])(=O)C.[Na+]. (4) The reactants are: [CH2:1]([O:3][C:4]([C@H:6]1[CH2:11][CH2:10][C@@H:9]([NH:12][NH:13]C(OC(C)(C)C)=O)[CH2:8][CH2:7]1)=[O:5])[CH3:2].O1CCOCC1.[ClH:27]. Given the product [ClH:27].[CH2:1]([O:3][C:4]([C@H:6]1[CH2:11][CH2:10][C@@H:9]([NH:12][NH2:13])[CH2:8][CH2:7]1)=[O:5])[CH3:2], predict the reactants needed to synthesize it.